Dataset: Reaction yield outcomes from USPTO patents with 853,638 reactions. Task: Predict the reaction yield, written as a fraction of the theoretical maximum amount of product (1.0 means a 100% yield; for example, 0.34 means a 34% yield). (1) The reactants are [ClH:1].O1CCOCC1.[O:8]1[C:16]2[C:11](=[N:12][CH:13]=[CH:14][CH:15]=2)[N:10]=[C:9]1[N:17]1[CH2:22][CH2:21][N:20](C(OC(C)(C)C)=O)[CH2:19][CH:18]1[CH2:30][O:31][C:32]1[CH:33]=[N:34][CH:35]=[CH:36][CH:37]=1. The catalyst is CO. The product is [ClH:1].[N:34]1[CH:35]=[CH:36][CH:37]=[C:32]([O:31][CH2:30][CH:18]2[CH2:19][NH:20][CH2:21][CH2:22][N:17]2[C:9]2[O:8][C:16]3[C:11]([N:10]=2)=[N:12][CH:13]=[CH:14][CH:15]=3)[CH:33]=1. The yield is 0.640. (2) The reactants are Cl[C:2]1[CH:11]=[C:10]2[C:5]([C:6]([NH:14][C:15]3[CH:20]=[C:19]([O:21][CH3:22])[C:18]([O:23][CH3:24])=[C:17]([O:25][CH3:26])[CH:16]=3)=[C:7]([C:12]#[N:13])[CH:8]=[N:9]2)=[CH:4][C:3]=1[N+:27]([O-:29])=[O:28].[N-:30]=[N+:31]=[N-:32].[Na+]. The catalyst is CS(C)=O. The product is [N:30]([C:2]1[CH:11]=[C:10]2[C:5]([C:6]([NH:14][C:15]3[CH:20]=[C:19]([O:21][CH3:22])[C:18]([O:23][CH3:24])=[C:17]([O:25][CH3:26])[CH:16]=3)=[C:7]([C:12]#[N:13])[CH:8]=[N:9]2)=[CH:4][C:3]=1[N+:27]([O-:29])=[O:28])=[N+:31]=[N-:32]. The yield is 0.977. (3) The catalyst is CN(C)C=O. The yield is 0.170. The product is [CH:20]([C:8]1[C:9]2[C:14](=[CH:13][CH:12]=[C:11]([CH2:15][NH:16][C:17](=[O:19])[CH3:18])[CH:10]=2)[NH:6][CH:7]=1)=[O:22]. The reactants are P(Cl)(Cl)(Cl)=O.[NH:6]1[C:14]2[C:9](=[CH:10][C:11]([CH2:15][NH:16][C:17](=[O:19])[CH3:18])=[CH:12][CH:13]=2)[CH:8]=[CH:7]1.[C:20](OCC)(=[O:22])C. (4) The reactants are Br[C:2]([CH3:13])([C:8]([O:10][CH2:11][CH3:12])=[O:9])[C:3]([O:5][CH2:6][CH3:7])=[O:4].[F-].[K+].[N+:16]([C:19]1[CH:20]=[C:21]([OH:25])[CH:22]=[CH:23][CH:24]=1)([O-:18])=[O:17]. The catalyst is CN(C=O)C.O. The product is [CH3:13][C:2]([O:25][C:21]1[CH:22]=[CH:23][CH:24]=[C:19]([N+:16]([O-:18])=[O:17])[CH:20]=1)([C:8]([O:10][CH2:11][CH3:12])=[O:9])[C:3]([O:5][CH2:6][CH3:7])=[O:4]. The yield is 0.800.